This data is from Forward reaction prediction with 1.9M reactions from USPTO patents (1976-2016). The task is: Predict the product of the given reaction. (1) The product is: [F:1][CH:2]([F:24])[O:3][C:4]1[CH:9]=[CH:8][C:7]([N:10]2[CH:15]=[CH:14][C:13](=[O:16])[C:12]([C:17]3[N:32]([C:27]4[CH:28]=[CH:29][CH:30]=[CH:31][C:26]=4[F:25])[N:20]=[CH:19][CH:18]=3)=[N:11]2)=[CH:6][CH:5]=1. Given the reactants [F:1][CH:2]([F:24])[O:3][C:4]1[CH:9]=[CH:8][C:7]([N:10]2[CH:15]=[CH:14][C:13](=[O:16])[C:12]([C:17](=O)/[CH:18]=[CH:19]/[N:20](C)C)=[N:11]2)=[CH:6][CH:5]=1.[F:25][C:26]1[CH:31]=[CH:30][CH:29]=[CH:28][C:27]=1[NH:32]N, predict the reaction product. (2) Given the reactants [CH2:1]([O:3][C:4]([C:6]1[CH:22]=[CH:21][C:9]([O:10][Si:11]([CH:18]([CH3:20])[CH3:19])([CH:15]([CH3:17])[CH3:16])[CH:12]([CH3:14])[CH3:13])=[CH:8][C:7]=1[C:23]([CH3:26])([CH3:25])[CH3:24])=[CH2:5])[CH3:2].[CH2:27](I)I, predict the reaction product. The product is: [CH2:1]([O:3][C:4]1([C:6]2[CH:22]=[CH:21][C:9]([O:10][Si:11]([CH:15]([CH3:16])[CH3:17])([CH:12]([CH3:13])[CH3:14])[CH:18]([CH3:19])[CH3:20])=[CH:8][C:7]=2[C:23]([CH3:26])([CH3:25])[CH3:24])[CH2:27][CH2:5]1)[CH3:2]. (3) Given the reactants Cl.ClC1C=CC(NN)=CC=1.BrCC1(C2C=CC(F)=CC=2)CC1.[Cl:23][C:24]1[CH:29]=[CH:28][C:27]([N:30]([CH2:32][C:33]2([C:36]3[CH:41]=[CH:40][C:39]([F:42])=[CH:38][CH:37]=3)[CH2:35][CH2:34]2)N)=[CH:26][CH:25]=1.C(OC(OCC)CCCNC)C.ClC1C=C2[C:62](=CC=1)[N:61]([CH2:65][C:66]1([C:69]3[CH:74]=[CH:73]C(F)=CC=3)CC1)C=C2CCNC.C=O.C(O)(C(F)(F)F)=O, predict the reaction product. The product is: [Cl:23][C:24]1[CH:29]=[C:28]2[C:27](=[CH:26][CH:25]=1)[N:30]([CH2:32][C:33]1([C:36]3[CH:41]=[CH:40][C:39]([F:42])=[CH:38][CH:37]=3)[CH2:35][CH2:34]1)[C:74]1[CH2:73][N:61]([CH3:62])[CH2:65][CH2:66][C:69]2=1. (4) Given the reactants [CH2:1]([C:3]1([CH:13]=[N:14][S:15]([C:17]([CH3:20])([CH3:19])[CH3:18])=[O:16])[CH2:12][CH2:11][C:6]2([O:10][CH2:9][CH2:8][O:7]2)[CH2:5][CH2:4]1)[CH3:2].C(C1(C#N)CCC2(OCCO2)CC1)C.C1(CC2(C=NS(C(C)(C)C)=O)CCC3(OCCO3)CC2)CC1.[F:57][CH2:58][S:59]([C:62]1[CH:67]=[CH:66][CH:65]=[CH:64][CH:63]=1)(=[O:61])=[O:60].C[Si]([N-][Si](C)(C)C)(C)C.[Li+], predict the reaction product. The product is: [C:62]1([S:59]([CH:58]([F:57])[CH:13]([NH:14][S:15]([C:17]([CH3:19])([CH3:18])[CH3:20])=[O:16])[C:3]2([CH2:1][CH3:2])[CH2:4][CH2:5][C:6]3([O:7][CH2:8][CH2:9][O:10]3)[CH2:11][CH2:12]2)(=[O:61])=[O:60])[CH:63]=[CH:64][CH:65]=[CH:66][CH:67]=1. (5) Given the reactants [Br:1][C:2]1[CH:7]=[CH:6][C:5]([S:8][CH2:9][CH2:10][NH:11][CH2:12][CH2:13][NH:14][S:15]([C:18]2[C:19]3[CH:20]=[CH:21][N:22]=[CH:23][C:24]=3[CH:25]=[CH:26][CH:27]=2)(=[O:17])=[O:16])=[CH:4][CH:3]=1.[OH:28]OS([O-])=O.[K+].[OH2:34], predict the reaction product. The product is: [Br:1][C:2]1[CH:7]=[CH:6][C:5]([S:8]([CH2:9][CH2:10][NH:11][CH2:12][CH2:13][NH:14][S:15]([C:18]2[C:19]3[CH:20]=[CH:21][N:22]=[CH:23][C:24]=3[CH:25]=[CH:26][CH:27]=2)(=[O:16])=[O:17])(=[O:28])=[O:34])=[CH:4][CH:3]=1. (6) Given the reactants [CH3:1][C:2]1([CH3:24])[CH2:7][CH2:6][CH:5]([NH:8][C:9]2[C:18]3[C:13](=[C:14]([NH2:19])[CH:15]=[CH:16][CH:17]=3)[N:12]=[C:11]([C:20]([F:23])([F:22])[F:21])[N:10]=2)[CH2:4][CH2:3]1.[Cl:25][C:26]1[C:31]([C:32](O)=[O:33])=[C:30]([F:35])[C:29]([CH2:36][NH:37][C:38](=[O:43])[C:39]([CH3:42])([CH3:41])[CH3:40])=[CH:28][CH:27]=1.C(Cl)(=O)C(Cl)=O.CCN(C(C)C)C(C)C, predict the reaction product. The product is: [Cl:25][C:26]1[C:31]([C:32]([NH:19][C:14]2[CH:15]=[CH:16][CH:17]=[C:18]3[C:13]=2[N:12]=[C:11]([C:20]([F:23])([F:21])[F:22])[N:10]=[C:9]3[NH:8][CH:5]2[CH2:4][CH2:3][C:2]([CH3:24])([CH3:1])[CH2:7][CH2:6]2)=[O:33])=[C:30]([F:35])[C:29]([CH2:36][NH:37][C:38](=[O:43])[C:39]([CH3:41])([CH3:40])[CH3:42])=[CH:28][CH:27]=1. (7) Given the reactants [NH2:1][C:2]1[CH:7]=[C:6]([Cl:8])[CH:5]=[CH:4][C:3]=1[OH:9].C1([O:16][C:17](=O)[NH:18][C:19]2[CH:24]=[N:23][C:22]([C:25]#[N:26])=[CH:21][N:20]=2)C=CC=CC=1, predict the reaction product. The product is: [Cl:8][C:6]1[CH:5]=[CH:4][C:3]([OH:9])=[C:2]([NH:1][C:17]([NH:18][C:19]2[CH:24]=[N:23][C:22]([C:25]#[N:26])=[CH:21][N:20]=2)=[O:16])[CH:7]=1.